This data is from Forward reaction prediction with 1.9M reactions from USPTO patents (1976-2016). The task is: Predict the product of the given reaction. (1) The product is: [CH2:34]([O:33][C:31](=[O:32])[CH2:30][NH:28][NH:29][C:8](=[O:10])[C:7]1[CH:6]=[CH:5][C:4]([CH:1]([CH3:2])[CH3:3])=[CH:12][CH:11]=1)[CH3:35]. Given the reactants [CH:1]([C:4]1[CH:12]=[CH:11][C:7]([C:8]([OH:10])=O)=[CH:6][CH:5]=1)([CH3:3])[CH3:2].C(N(CC)CC)C.C(OC(Cl)=O)C(C)C.[NH:28]([CH2:30][C:31]([O:33][CH2:34][CH3:35])=[O:32])[NH2:29], predict the reaction product. (2) Given the reactants C(=O)(OCC)O[CH:3]([C:6]1[CH:11]=[C:10](F)[CH:9]=[CH:8][C:7]=1[Br:13])[CH:4]=[CH2:5].[F:18][C:19]([F:39])([F:38])[C:20]1[CH:21]=[C:22]([C@H:30]2[O:34][C:33](=[O:35])[NH:32][C@H:31]2[CH:36]=[CH2:37])[CH:23]=[C:24]([C:26]([F:29])([F:28])[F:27])[CH:25]=1, predict the reaction product. The product is: [F:39][C:19]([F:18])([F:38])[C:20]1[CH:21]=[C:22]([C@H:30]2[O:34][C:33](=[O:35])[N:32]([C@H:3]([C:6]3[CH:11]=[C:10]([C:19]([F:39])([F:38])[F:18])[CH:9]=[CH:8][C:7]=3[Br:13])[CH:4]=[CH2:5])[C@H:31]2[CH:36]=[CH2:37])[CH:23]=[C:24]([C:26]([F:27])([F:28])[F:29])[CH:25]=1. (3) Given the reactants O[C:2]1[C:3]2[C:4](=[CH:13][S:14][CH:15]=2)[N:5]=[C:6]([C:8]([O:10][CH2:11][CH3:12])=[O:9])[N:7]=1.P(Cl)(Cl)([Cl:18])=O, predict the reaction product. The product is: [Cl:18][C:2]1[C:3]2[C:4](=[CH:13][S:14][CH:15]=2)[N:5]=[C:6]([C:8]([O:10][CH2:11][CH3:12])=[O:9])[N:7]=1. (4) Given the reactants C(N(C(C)C)CC)(C)C.[C:10]([NH:17][C@H:18]([C:22]([OH:24])=O)[CH:19]([CH3:21])[CH3:20])([O:12][C:13]([CH3:16])([CH3:15])[CH3:14])=[O:11].NC(C(C)C)C(=O)[CH2:28][CH2:29][N:30]([C:36]1[CH:41]=[CH:40][N:39]=[C:38]([C:42]2[O:46][N:45]=[C:44]([C:47]3[C:52]([Cl:53])=[CH:51][CH:50]=[CH:49][C:48]=3[Cl:54])[CH:43]=2)[CH:37]=1)[C:31](=[O:35])[CH:32]([Cl:34])[Cl:33], predict the reaction product. The product is: [Cl:34][CH:32]([Cl:33])[C:31]([N:30]([CH2:29][CH2:28][C:22](=[O:24])[CH:18]([NH:17][C:10](=[O:11])[O:12][C:13]([CH3:14])([CH3:15])[CH3:16])[CH:19]([CH3:20])[CH3:21])[C:36]1[CH:41]=[CH:40][N:39]=[C:38]([C:42]2[O:46][N:45]=[C:44]([C:47]3[C:48]([Cl:54])=[CH:49][CH:50]=[CH:51][C:52]=3[Cl:53])[CH:43]=2)[CH:37]=1)=[O:35].